The task is: Predict the reactants needed to synthesize the given product.. This data is from Full USPTO retrosynthesis dataset with 1.9M reactions from patents (1976-2016). (1) The reactants are: CN(C(ON1N=NC2C=CC=NC1=2)=[N+](C)C)C.F[P-](F)(F)(F)(F)F.[N+:25]([C:28]1[CH:29]=[C:30]([C:37]2[CH:42]=[CH:41][CH:40]=[CH:39][CH:38]=2)[CH:31]=[CH:32][C:33]=1[C:34]([OH:36])=O)([O-:27])=[O:26].Cl.[NH2:44][C@@H:45]([CH:53]1[CH2:58][CH2:57][CH2:56][CH2:55][CH2:54]1)[C:46]([O:48][C:49]([CH3:52])([CH3:51])[CH3:50])=[O:47].C(N(C(C)C)CC)(C)C. Given the product [CH:53]1([C@H:45]([NH:44][C:34]([C:33]2[CH:32]=[CH:31][C:30]([C:37]3[CH:42]=[CH:41][CH:40]=[CH:39][CH:38]=3)=[CH:29][C:28]=2[N+:25]([O-:27])=[O:26])=[O:36])[C:46]([O:48][C:49]([CH3:51])([CH3:50])[CH3:52])=[O:47])[CH2:58][CH2:57][CH2:56][CH2:55][CH2:54]1, predict the reactants needed to synthesize it. (2) Given the product [F:17][C:5]1[CH:4]=[N:3][N:2]([CH3:1])[C:6]=1[C:7]1[CH:8]=[C:9]([C:12]([O:14][CH3:15])=[O:13])[S:10][CH:11]=1, predict the reactants needed to synthesize it. The reactants are: [CH3:1][N:2]1[C:6]([C:7]2[CH:8]=[C:9]([C:12]([O:14][CH3:15])=[O:13])[S:10][CH:11]=2)=[CH:5][CH:4]=[N:3]1.[B-](F)(F)(F)[F:17].[B-](F)(F)(F)F.C1[N+]2(CCl)CC[N+](F)(CC2)C1.O. (3) Given the product [CH3:30][O:29][C:26]1[CH:27]=[CH:28][C:23]([S:20]([NH:19][C:4]2[CH:3]=[C:2]([B:31]3[O:35][C:34]([CH3:37])([CH3:36])[C:33]([CH3:39])([CH3:38])[O:32]3)[CH:10]=[C:9]3[C:5]=2[CH:6]=[CH:7][N:8]3[CH2:11][O:12][CH2:13][CH2:14][Si:15]([CH3:18])([CH3:17])[CH3:16])(=[O:22])=[O:21])=[CH:24][CH:25]=1, predict the reactants needed to synthesize it. The reactants are: Cl[C:2]1[CH:10]=[C:9]2[C:5]([CH:6]=[CH:7][N:8]2[CH2:11][O:12][CH2:13][CH2:14][Si:15]([CH3:18])([CH3:17])[CH3:16])=[C:4]([NH:19][S:20]([C:23]2[CH:28]=[CH:27][C:26]([O:29][CH3:30])=[CH:25][CH:24]=2)(=[O:22])=[O:21])[CH:3]=1.[B:31]1([B:31]2[O:35][C:34]([CH3:37])([CH3:36])[C:33]([CH3:39])([CH3:38])[O:32]2)[O:35][C:34]([CH3:37])([CH3:36])[C:33]([CH3:39])([CH3:38])[O:32]1.C([O-])(=O)C.[K+]. (4) Given the product [F:35][C:34]([F:37])([F:36])[C:33]([OH:38])=[O:45].[CH3:1][C:2]1[CH:11]=[CH:10][C:9]2[C:4](=[CH:5][C:6]3[CH2:16][CH2:15][NH:14][CH2:13][CH2:12][C:7]=3[CH:8]=2)[N:3]=1, predict the reactants needed to synthesize it. The reactants are: [CH3:1][C:2]1[CH:11]=[CH:10][C:9]2[C:4](=[CH:5][C:6]3[CH2:16][CH2:15][NH:14][CH2:13][CH2:12][C:7]=3[CH:8]=2)[N:3]=1.ClC1C=CC2C(=CC3CCN([C:33](=[O:38])[C:34]([F:37])([F:36])[F:35])CCC=3C=2)N=1.C[Sn](C)(C)C.C(=O)([O-])[O-:45].[K+].[K+]. (5) The reactants are: [CH:1]1[C:13]2[CH:12]([CH2:14][O:15][C:16]([NH:18][C@H:19]([C:23]([NH:25][C@H:26]([C:28]([NH:30][C:31]3[C:32]4[CH:70]=[CH:69][CH:68]=[CH:67][C:33]=4[C:34]4[C@H:35]([CH2:65][Cl:66])[CH2:36][N:37]([C:40]([C:42]56[CH2:46][C:44]([C:47]([N:49]7[C:60]8[C:52](=[C:53]9[C:57](=[C:58]([OH:61])[CH:59]=8)[NH:56][CH:55]=[C:54]9[CH3:62])[C@H:51]([CH2:63][Cl:64])[CH2:50]7)=[O:48])([CH2:45]5)[CH2:43]6)=[O:41])[C:38]=4[CH:39]=3)=[O:29])[CH3:27])=[O:24])[CH:20]([CH3:22])[CH3:21])=[O:17])[C:11]3[C:6](=[CH:7][CH:8]=[CH:9][CH:10]=3)[C:5]=2[CH:4]=[CH:3][CH:2]=1.C(Cl)(Cl)(Cl)Cl.CCN(C(C)C)C(C)C.[CH2:85]([O:92][P:93]([O-:102])[O:94][CH2:95][C:96]1[CH:101]=[CH:100][CH:99]=[CH:98][CH:97]=1)[C:86]1[CH:91]=[CH:90][CH:89]=[CH:88][CH:87]=1. Given the product [CH:10]1[C:11]2[CH:12]([CH2:14][O:15][C:16]([NH:18][C@H:19]([C:23]([NH:25][C@H:26]([C:28]([NH:30][C:31]3[C:32]4[CH:70]=[CH:69][CH:68]=[CH:67][C:33]=4[C:34]4[C@H:35]([CH2:65][Cl:66])[CH2:36][N:37]([C:40]([C:42]56[CH2:46][C:44]([C:47]([N:49]7[C:60]8[C:52](=[C:53]9[C:57](=[C:58]([O:61][P:93]([O:92][CH2:85][C:86]%10[CH:91]=[CH:90][CH:89]=[CH:88][CH:87]=%10)([O:94][CH2:95][C:96]%10[CH:101]=[CH:100][CH:99]=[CH:98][CH:97]=%10)=[O:102])[CH:59]=8)[NH:56][CH:55]=[C:54]9[CH3:62])[C@H:51]([CH2:63][Cl:64])[CH2:50]7)=[O:48])([CH2:43]5)[CH2:45]6)=[O:41])[C:38]=4[CH:39]=3)=[O:29])[CH3:27])=[O:24])[CH:20]([CH3:22])[CH3:21])=[O:17])[C:13]3[C:5](=[CH:4][CH:3]=[CH:2][CH:1]=3)[C:6]=2[CH:7]=[CH:8][CH:9]=1, predict the reactants needed to synthesize it.